Predict the reaction yield, written as a fraction of the theoretical maximum amount of product (1.0 means a 100% yield; for example, 0.34 means a 34% yield). From a dataset of Reaction yield outcomes from USPTO patents with 853,638 reactions. (1) The reactants are Cl.[CH3:2][C:3]1[C:7]([CH2:8][C:9]([OH:11])=O)=[C:6]([CH3:12])[O:5][N:4]=1.[NH2:13][C@@H:14]([CH2:32][O:33][CH2:34][C:35]1[CH:40]=[CH:39][CH:38]=[CH:37][CH:36]=1)[C:15]([NH:17][C:18]1[CH:23]=[CH:22][C:21]([O:24][C:25]2[CH:30]=[CH:29][C:28]([F:31])=[CH:27][CH:26]=2)=[CH:20][CH:19]=1)=[O:16]. No catalyst specified. The product is [CH2:34]([O:33][CH2:32][C@H:14]([NH:13][C:9](=[O:11])[CH2:8][C:7]1[C:3]([CH3:2])=[N:4][O:5][C:6]=1[CH3:12])[C:15]([NH:17][C:18]1[CH:23]=[CH:22][C:21]([O:24][C:25]2[CH:30]=[CH:29][C:28]([F:31])=[CH:27][CH:26]=2)=[CH:20][CH:19]=1)=[O:16])[C:35]1[CH:40]=[CH:39][CH:38]=[CH:37][CH:36]=1. The yield is 0.720. (2) The reactants are C[C@H]1CO[C@@:5]2([O:9][C@H:8]3[CH2:10][C@H:11]4[C@@H:16]5[CH2:17][CH2:18][C@H:19]6[CH2:24][C@@H](O)C[CH2:21][C@:20]6([CH3:26])[C@H:15]5[CH2:14][C@@H:13]([OH:27])[C@:12]4([CH3:28])[C@H:7]3[C@@H:6]2C)CC1.C(O)(=O)CCC.OO.[C:40]([OH:43])(=O)[CH3:41]. The catalyst is C(OC(=O)C)(=O)C.O. The product is [OH:43][C@H:40]1[CH2:41][CH2:26][C@@:20]2([CH3:21])[C@@H:19]([CH2:18][CH2:17][C@@H:16]3[C@@H:15]2[CH2:14][C@@H:13]([OH:27])[C@@:12]2([CH3:28])[C@H:11]3[CH2:5][CH:6]=[C:7]2[C:8](=[O:9])[CH3:10])[CH2:24]1. The yield is 0.940.